Task: Predict the reaction yield, written as a fraction of the theoretical maximum amount of product (1.0 means a 100% yield; for example, 0.34 means a 34% yield).. Dataset: Reaction yield outcomes from USPTO patents with 853,638 reactions (1) The reactants are ClC(OC(Cl)(Cl)Cl)=[O:3].[CH3:9][O:10][C:11](=[O:29])[C:12]1[CH:17]=[C:16]([Cl:18])[CH:15]=[N:14][C:13]=1[NH:19][CH2:20][C:21]1[CH:26]=[CH:25][C:24]([O:27][CH3:28])=[CH:23][CH:22]=1. The catalyst is O1CCOCC1. The product is [Cl:18][C:16]1[CH:15]=[N:14][C:13]2[N:19]([CH2:20][C:21]3[CH:26]=[CH:25][C:24]([O:27][CH3:28])=[CH:23][CH:22]=3)[C:9](=[O:3])[O:10][C:11](=[O:29])[C:12]=2[CH:17]=1. The yield is 0.910. (2) The reactants are CN(C(O[N:9]1N=NC2C=[CH:13][CH:14]=[CH:15][C:10]1=2)=[N+](C)C)C.[B-](F)(F)(F)F.C(N(C(C)C)CC)(C)C.[CH3:32][N:33]1[C:37]([C:38](=[O:55])[NH:39][C:40]2[CH:45]=[CH:44][N:43]3[CH:46]=[C:47]([C:49]4[CH:54]=[CH:53][CH:52]=[CH:51][CH:50]=4)[N:48]=[C:42]3[CH:41]=2)=[C:36]([C:56](O)=[O:57])[CH:35]=[N:34]1.N1CCCC1. The catalyst is CN(C=O)C.O. The product is [C:49]1([C:47]2[N:48]=[C:42]3[CH:41]=[C:40]([NH:39][C:38]([C:37]4[N:33]([CH3:32])[N:34]=[CH:35][C:36]=4[C:56]([N:9]4[CH2:10][CH2:15][CH2:14][CH2:13]4)=[O:57])=[O:55])[CH:45]=[CH:44][N:43]3[CH:46]=2)[CH:50]=[CH:51][CH:52]=[CH:53][CH:54]=1. The yield is 0.540. (3) The reactants are [F:1][C:2]1[CH:7]=[CH:6][C:5]([N:8]2[C:12]([CH3:13])=[CH:11][C:10]([C:14]([F:17])([F:16])[F:15])=[N:9]2)=[CH:4][C:3]=1[C:18]#[N:19].C1C(=O)N([Br:27])C(=O)C1.C(OOCC1C=CC=CC=1)C1C=CC=CC=1. The catalyst is C(Cl)(Cl)(Cl)Cl. The product is [F:1][C:2]1[CH:7]=[CH:6][C:5]([N:8]2[C:12]([CH2:13][Br:27])=[CH:11][C:10]([C:14]([F:16])([F:15])[F:17])=[N:9]2)=[CH:4][C:3]=1[C:18]#[N:19]. The yield is 0.500. (4) The reactants are OC(C1CCN(CC2C=CC([N+]([O-])=O)=C(N[C@@H:19]3[CH2:24][CH2:23][C@H:22]([C:25]([OH:27])=O)[CH2:21][CH2:20]3)C=2)CC1)(C)C.C1N=C[N:33](C(N2C=NC=C2)=O)C=1.[OH-].[NH4+]. The catalyst is CN(C=O)C. The product is [CH:22]1([C:25]([NH2:33])=[O:27])[CH2:23][CH2:24][CH2:19][CH2:20][CH2:21]1. The yield is 0.403. (5) The reactants are [C:1]([O:5][C:6](=[O:19])[CH2:7][C@@H:8]([CH2:17][OH:18])[CH2:9][C@H:10]([CH3:16])[CH2:11][CH2:12][CH2:13][CH2:14][CH3:15])([CH3:4])([CH3:3])[CH3:2].C(OC(=O)C[C@H](C[C@@H](C)CCCCC)C(O)=O)(C)(C)C. No catalyst specified. The product is [C:1]([O:5][C:6](=[O:19])[CH2:7][C@@H:8]([CH2:17][OH:18])[CH2:9][C@@H:10]([CH3:16])[CH2:11][CH2:12][CH2:13][CH2:14][CH3:15])([CH3:2])([CH3:4])[CH3:3]. The yield is 0.760.